Dataset: Full USPTO retrosynthesis dataset with 1.9M reactions from patents (1976-2016). Task: Predict the reactants needed to synthesize the given product. (1) Given the product [F:35][C:34]([F:37])([F:36])[C:32]([OH:38])=[O:33].[CH:1]1([CH:6]([N:10]2[CH:14]=[C:13]([C:15]3[C:16]4[CH:24]=[CH:23][NH:22][C:17]=4[N:18]=[CH:19][N:20]=3)[CH:12]=[N:11]2)[CH2:7][C:8]#[CH:9])[CH2:5][CH2:4][CH2:3][CH2:2]1, predict the reactants needed to synthesize it. The reactants are: [CH:1]1([CH:6]([N:10]2[CH:14]=[C:13]([C:15]3[C:16]4[CH:24]=[CH:23][N:22](OCC[Si](C)(C)C)[C:17]=4[N:18]=[C:19](C)[N:20]=3)[CH:12]=[N:11]2)[CH2:7][C:8]#[CH:9])[CH2:5][CH2:4][CH2:3][CH2:2]1.[C:32]([OH:38])([C:34]([F:37])([F:36])[F:35])=[O:33]. (2) Given the product [OH:1][CH2:2][C:3]1([CH3:23])[C:11]2[CH:10]=[N:9][C:8]([NH:30][CH:27]3[CH2:28][CH2:29][O:24][CH2:25][CH2:26]3)=[N:7][C:6]=2[CH2:5][N:4]1[C:16]([O:18][C:19]([CH3:22])([CH3:21])[CH3:20])=[O:17], predict the reactants needed to synthesize it. The reactants are: [OH:1][CH2:2][C:3]1([CH3:23])[C:11]2[CH:10]=[N:9][C:8](S(C)(=O)=O)=[N:7][C:6]=2[CH2:5][N:4]1[C:16]([O:18][C:19]([CH3:22])([CH3:21])[CH3:20])=[O:17].[O:24]1[CH2:29][CH2:28][CH:27]([NH2:30])[CH2:26][CH2:25]1.CN1CCNCC1. (3) The reactants are: Br[C:2]1[CH:7]=[CH:6][C:5]([C:8]([F:11])([F:10])[F:9])=[CH:4][C:3]=1[S:12]([N:15]1[CH2:20][CH2:19][N:18]([CH3:21])[CH2:17][CH2:16]1)(=[O:14])=[O:13].[F:22][C:23]1[CH:28]=[C:27](B2OC(C)(C)C(C)(C)O2)[CH:26]=[CH:25][C:24]=1[C:38]1[CH:39]=[N:40][C:41]([NH2:44])=[N:42][CH:43]=1. Given the product [F:22][C:23]1[CH:28]=[C:27]([C:2]2[CH:7]=[CH:6][C:5]([C:8]([F:11])([F:10])[F:9])=[CH:4][C:3]=2[S:12]([N:15]2[CH2:20][CH2:19][N:18]([CH3:21])[CH2:17][CH2:16]2)(=[O:14])=[O:13])[CH:26]=[CH:25][C:24]=1[C:38]1[CH:43]=[N:42][C:41]([NH2:44])=[N:40][CH:39]=1, predict the reactants needed to synthesize it. (4) Given the product [ClH:1].[F:34][C:11]1[CH:10]=[CH:9][C:8]([O:18][CH3:19])=[C:7]([CH:12]=1)[CH2:6][NH2:5], predict the reactants needed to synthesize it. The reactants are: [Cl:1]CC([NH:5][CH2:6][C:7]1[CH:12]=[C:11](OC(F)(F)F)[CH:10]=[CH:9][C:8]=1[O:18][CH3:19])=O.ClCC(NCC1C=CC(OC(F)(F)[F:34])=CC=1O)=O. (5) Given the product [CH3:34][C:33]([CH3:36])([CH3:35])[CH2:32][O:31][C:28]1[CH:29]=[CH:30][N:26]([C:4]2[N:3]=[C:2]([N:45]3[CH2:46][C@@H:47]([CH3:49])[CH2:48][C:44]3([CH3:50])[CH3:43])[C:7]([C:8]([NH:10][S:11]([C:14]3[CH:19]=[CH:18][CH:17]=[C:16]([N:20]4[CH2:25][CH2:24][CH2:23][CH2:22][CH2:21]4)[N:15]=3)(=[O:13])=[O:12])=[O:9])=[CH:6][CH:5]=2)[N:27]=1, predict the reactants needed to synthesize it. The reactants are: Cl[C:2]1[C:7]([C:8]([NH:10][S:11]([C:14]2[CH:19]=[CH:18][CH:17]=[C:16]([N:20]3[CH2:25][CH2:24][CH2:23][CH2:22][CH2:21]3)[N:15]=2)(=[O:13])=[O:12])=[O:9])=[CH:6][CH:5]=[C:4]([N:26]2[CH:30]=[CH:29][C:28]([O:31][CH2:32][C:33]([CH3:36])([CH3:35])[CH3:34])=[N:27]2)[N:3]=1.C(=O)([O-])[O-].[K+].[K+].[CH3:43][C:44]1([CH3:50])[CH2:48][C@H:47]([CH3:49])[CH2:46][NH:45]1. (6) The reactants are: [CH3:1][C:2]1[CH:7]=[C:6]([N+:8]([O-:10])=[O:9])[CH:5]=[CH:4][C:3]=1[N+]([O-])=O.[Cl:14][C:15]1[CH:16]=[C:17]([C:22](=[O:27])[C:23]([F:26])([F:25])[F:24])[CH:18]=[C:19]([Cl:21])[CH:20]=1.CCN(C(C)C)C(C)C.[F-].C([N+](CCCC)(CCCC)CCCC)CCC. Given the product [Cl:14][C:15]1[CH:16]=[C:17]([C:22]2([C:23]([F:26])([F:24])[F:25])[CH2:1][C:2]3[CH:7]=[C:6]([N+:8]([O-:10])=[O:9])[CH:5]=[CH:4][C:3]=3[O:27]2)[CH:18]=[C:19]([Cl:21])[CH:20]=1, predict the reactants needed to synthesize it. (7) Given the product [Cl:29][C:30]1[CH:37]=[CH:36][CH:35]=[CH:34][C:31]=1[N:32]([CH3:33])[C:15]([C:2]1[S:1][C:10]2[C:9]3[CH:11]=[CH:12][CH:13]=[CH:14][C:8]=3[O:7][CH2:6][CH2:5][C:4]=2[N:3]=1)=[O:17], predict the reactants needed to synthesize it. The reactants are: [S:1]1[C:10]2[C:9]3[CH:11]=[CH:12][CH:13]=[CH:14][C:8]=3[O:7][CH2:6][CH2:5][C:4]=2[N:3]=[C:2]1[C:15]([OH:17])=O.CN(C=O)C.C(Cl)(=O)C(Cl)=O.[Cl:29][C:30]1[CH:37]=[CH:36][CH:35]=[CH:34][C:31]=1[NH:32][CH3:33]. (8) Given the product [N:16]1[N:15]=[C:14]([C:11]2([NH2:10])[CH2:13][CH2:12]2)[NH:18][CH:17]=1, predict the reactants needed to synthesize it. The reactants are: C(OC(=O)[NH:10][C:11]1([C:14]2[NH:18][CH:17]=[N:16][N:15]=2)[CH2:13][CH2:12]1)C1C=CC=CC=1. (9) Given the product [CH2:27]([O:34][C:35]1[C:40]([CH2:41][N:42]([CH2:43][CH2:44][OH:45])[C:7](=[O:9])[C:6]2[C:10]([OH:13])=[CH:11][CH:12]=[C:4]([O:3][CH2:1][CH3:2])[C:5]=2[CH3:14])=[C:39]([CH3:46])[CH:38]=[C:37]([CH3:47])[N:36]=1)[C:28]1[CH:33]=[CH:32][CH:31]=[CH:30][CH:29]=1, predict the reactants needed to synthesize it. The reactants are: [CH2:1]([O:3][C:4]1[C:5]([CH3:14])=[C:6]([C:10]([OH:13])=[CH:11][CH:12]=1)[C:7]([OH:9])=O)[CH3:2].C(N1C=CN=C1)(N1C=CN=C1)=O.[CH2:27]([O:34][C:35]1[C:40]([CH2:41][NH:42][CH2:43][CH2:44][OH:45])=[C:39]([CH3:46])[CH:38]=[C:37]([CH3:47])[N:36]=1)[C:28]1[CH:33]=[CH:32][CH:31]=[CH:30][CH:29]=1.[OH-].[Na+].